From a dataset of Forward reaction prediction with 1.9M reactions from USPTO patents (1976-2016). Predict the product of the given reaction. (1) Given the reactants [C:1]([O:5][C:6]([N:8]1[CH2:17][C:16]([CH3:19])([CH3:18])[C:15]2[C:10](=[CH:11][C:12]([NH2:20])=[CH:13][CH:14]=2)[CH2:9]1)=[O:7])([CH3:4])([CH3:3])[CH3:2].[NH2:21][C:22]1[CH:30]=[CH:29][CH:28]=[CH:27][C:23]=1[C:24](O)=[O:25].CN(C(ON1N=NC2C=CC=CC1=2)=[N+](C)C)C.[B-](F)(F)(F)F.CCN(C(C)C)C(C)C, predict the reaction product. The product is: [C:1]([O:5][C:6]([N:8]1[CH2:17][C:16]([CH3:19])([CH3:18])[C:15]2[C:10](=[CH:11][C:12]([NH:20][C:24](=[O:25])[C:23]3[CH:27]=[CH:28][CH:29]=[CH:30][C:22]=3[NH2:21])=[CH:13][CH:14]=2)[CH2:9]1)=[O:7])([CH3:4])([CH3:2])[CH3:3]. (2) Given the reactants [C:1]1(C)C=CC(S(O)(=O)=O)=CC=1.[NH:12]([C:14]([C:16]1[CH:24]=[CH:23][C:19]([C:20]([OH:22])=[O:21])=[CH:18][CH:17]=1)=[O:15])[NH2:13].C(OC(OCC)OCC)C, predict the reaction product. The product is: [O:15]1[CH:1]=[N:13][N:12]=[C:14]1[C:16]1[CH:24]=[CH:23][C:19]([C:20]([OH:22])=[O:21])=[CH:18][CH:17]=1.